Dataset: Forward reaction prediction with 1.9M reactions from USPTO patents (1976-2016). Task: Predict the product of the given reaction. (1) Given the reactants Cl[CH2:2][C:3]1[CH:8]=[CH:7][C:6]([O:9][CH3:10])=[C:5]([O:11][CH2:12][CH:13]2[CH2:15][CH2:14]2)[CH:4]=1.[C-:16]#[N:17].[K+], predict the reaction product. The product is: [CH:13]1([CH2:12][O:11][C:5]2[CH:4]=[C:3]([CH2:2][C:16]#[N:17])[CH:8]=[CH:7][C:6]=2[O:9][CH3:10])[CH2:15][CH2:14]1. (2) Given the reactants [C:1]1([C:13]([OH:15])=O)[C:11]2=[C:12]3[C:7](=[CH:8][CH:9]=[CH:10]2)[CH2:6][CH2:5][CH2:4][N:3]3[CH:2]=1.Cl.[NH:17]1[CH2:22][CH2:21][CH:20]([CH2:23][CH2:24][C:25]([O:27][CH3:28])=[O:26])[CH2:19][CH2:18]1, predict the reaction product. The product is: [C:1]1([C:13]([N:17]2[CH2:22][CH2:21][CH:20]([CH2:23][CH2:24][C:25]([O:27][CH3:28])=[O:26])[CH2:19][CH2:18]2)=[O:15])[C:11]2=[C:12]3[C:7](=[CH:8][CH:9]=[CH:10]2)[CH2:6][CH2:5][CH2:4][N:3]3[CH:2]=1. (3) Given the reactants [CH3:1][O:2][C:3]1[CH:4]=[C:5]([P:12](Cl)(Cl)=[O:13])[CH:6]=[CH:7][C:8]=1[N+:9]([O-:11])=[O:10].[CH:16]([Mg]Br)=[CH2:17].[CH2:20]1COC[CH2:21]1, predict the reaction product. The product is: [CH:20]([P:12](=[O:13])([CH:16]=[CH2:17])[C:5]1[CH:6]=[CH:7][C:8]([N+:9]([O-:11])=[O:10])=[C:3]([O:2][CH3:1])[CH:4]=1)=[CH2:21].